Dataset: Full USPTO retrosynthesis dataset with 1.9M reactions from patents (1976-2016). Task: Predict the reactants needed to synthesize the given product. Given the product [CH2:8]([N:10]([CH2:11][CH2:12][CH2:13][NH:14][C:15]1[C:24]2[C:19](=[C:20]([CH3:32])[C:21]3[NH:27][C:26]4[CH:28]=[CH:29][N:30]=[CH:31][C:25]=4[C:22]=3[CH:23]=2)[CH:18]=[CH:17][N:16]=1)[C:1](=[O:7])[CH2:2][CH2:3][C:4]([OH:6])=[O:5])[CH3:9], predict the reactants needed to synthesize it. The reactants are: [C:1]1(=[O:7])[O:6][C:4](=[O:5])[CH2:3][CH2:2]1.[CH2:8]([NH:10][CH2:11][CH2:12][CH2:13][NH:14][C:15]1[C:24]2[C:19](=[C:20]([CH3:32])[C:21]3[NH:27][C:26]4[CH:28]=[CH:29][N:30]=[CH:31][C:25]=4[C:22]=3[CH:23]=2)[CH:18]=[CH:17][N:16]=1)[CH3:9].